This data is from Full USPTO retrosynthesis dataset with 1.9M reactions from patents (1976-2016). The task is: Predict the reactants needed to synthesize the given product. (1) Given the product [Cl:46][C:33]1[C:34]([C:36]2[N:40]3[CH:41]=[CH:42][CH:43]=[C:44]([F:45])[C:39]3=[N:38][CH:37]=2)=[N:35][C:30]([NH:1][C:2]2[CH:14]=[CH:13][C:5]([N:6]([CH2:7][CH2:8][OH:9])[CH2:10][CH2:11][OH:12])=[CH:4][C:3]=2[O:15][CH3:16])=[N:31][CH:32]=1, predict the reactants needed to synthesize it. The reactants are: [NH2:1][C:2]1[CH:14]=[CH:13][C:5]([N:6]([CH2:10][CH2:11][OH:12])[CH2:7][CH2:8][OH:9])=[CH:4][C:3]=1[O:15][CH3:16].O.CC1C=CC(S(O)(=O)=O)=CC=1.Cl[C:30]1[N:35]=[C:34]([C:36]2[N:40]3[CH:41]=[CH:42][CH:43]=[C:44]([F:45])[C:39]3=[N:38][CH:37]=2)[C:33]([Cl:46])=[CH:32][N:31]=1.C([O-])(O)=O.[Na+]. (2) Given the product [CH2:1]([O:3][C:4]1[CH:5]=[C:6]2[C:11](=[C:12]3[CH2:16][C:15]([CH3:18])([CH3:17])[O:14][C:13]=13)[C:10]([C:19]1[CH:20]=[C:21]([N:25]3[C:29](=[O:30])[CH2:28][N:27]([CH3:39])[C:26]3=[O:31])[CH:22]=[CH:23][CH:24]=1)=[N:9][C:8]([CH3:32])([CH3:33])[CH2:7]2)[CH3:2], predict the reactants needed to synthesize it. The reactants are: [CH2:1]([O:3][C:4]1[CH:5]=[C:6]2[C:11](=[C:12]3[CH2:16][C:15]([CH3:18])([CH3:17])[O:14][C:13]=13)[C:10]([C:19]1[CH:20]=[C:21]([N:25]3[C:29](=[O:30])[CH2:28][NH:27][C:26]3=[O:31])[CH:22]=[CH:23][CH:24]=1)=[N:9][C:8]([CH3:33])([CH3:32])[CH2:7]2)[CH3:2].[H-].[Na+].IC.O.[C:39](=O)([O-])O.[Na+]. (3) Given the product [N:5]1([C:3](=[O:4])[CH2:2][O:23][C:21](=[O:22])[C@@:20]([CH2:25][OH:26])([CH3:24])[CH2:19][C@H:18]([NH2:27])[CH2:17][C:14]2[CH:15]=[CH:16][C:11]([C:35]3[CH:40]=[CH:39][CH:38]=[CH:37][CH:36]=3)=[CH:12][CH:13]=2)[CH2:10][CH2:9][O:8][CH2:7][CH2:6]1, predict the reactants needed to synthesize it. The reactants are: Cl[CH2:2][C:3]([N:5]1[CH2:10][CH2:9][O:8][CH2:7][CH2:6]1)=[O:4].[C:11]1([C:35]2[CH:40]=[CH:39][CH:38]=[CH:37][CH:36]=2)[CH:16]=[CH:15][C:14]([CH2:17][C@@H:18]([NH:27]C(OC(C)(C)C)=O)[CH2:19][C@:20]([CH2:25][OH:26])([CH3:24])[C:21]([OH:23])=[O:22])=[CH:13][CH:12]=1.CCN(CC)CC.